Dataset: Forward reaction prediction with 1.9M reactions from USPTO patents (1976-2016). Task: Predict the product of the given reaction. (1) Given the reactants [N+:1]([C:4]1[CH:9]=[CH:8][CH:7]=[CH:6][C:5]=1[B:10]([OH:12])[OH:11])([O-])=O, predict the reaction product. The product is: [NH2:1][C:4]1[CH:9]=[CH:8][CH:7]=[CH:6][C:5]=1[B:10]([OH:12])[OH:11]. (2) Given the reactants [Cl:1][C:2]1[CH:7]=[CH:6][C:5]([C:8]2[N:12]([CH:13]([CH:16]3[CH2:21][CH2:20][CH2:19][CH2:18][CH2:17]3)[CH2:14][OH:15])[C:11]3[CH:22]=[CH:23][CH:24]=[CH:25][C:10]=3[N:9]=2)=[CH:4][CH:3]=1.[CH3:26][O:27][C:28](=[O:37])[C:29]1[CH:34]=[CH:33][CH:32]=[C:31]([F:35])[C:30]=1O.N(C(OC(C)(C)C)=O)=NC(OC(C)(C)C)=O, predict the reaction product. The product is: [CH3:26][O:27][C:28](=[O:37])[C:29]1[CH:34]=[CH:33][C:32]([O:15][CH2:14][CH:13]([N:12]2[C:11]3[CH:22]=[CH:23][CH:24]=[CH:25][C:10]=3[N:9]=[C:8]2[C:5]2[CH:6]=[CH:7][C:2]([Cl:1])=[CH:3][CH:4]=2)[CH:16]2[CH2:21][CH2:20][CH2:19][CH2:18][CH2:17]2)=[C:31]([F:35])[CH:30]=1. (3) Given the reactants [CH:1]([NH:4][CH2:5][CH2:6][O:7][C:8]1[CH:9]=[CH:10][C:11]([C:22]2[NH:31][C:30](=[O:32])[C:29]3[C:24](=[CH:25][C:26]([O:35][CH3:36])=[CH:27][C:28]=3[O:33][CH3:34])[N:23]=2)=[N:12][C:13]=1[C:14]1[CH:19]=[CH:18][CH:17]=[C:16]([S:20][CH3:21])[CH:15]=1)([CH3:3])[CH3:2].[OH:37]OS([O-])=O.[K+].C([O-])([O-])=O.[Na+].[Na+], predict the reaction product. The product is: [CH:1]([NH:4][CH2:5][CH2:6][O:7][C:8]1[CH:9]=[CH:10][C:11]([C:22]2[NH:31][C:30](=[O:32])[C:29]3[C:24](=[CH:25][C:26]([O:35][CH3:36])=[CH:27][C:28]=3[O:33][CH3:34])[N:23]=2)=[N:12][C:13]=1[C:14]1[CH:19]=[CH:18][CH:17]=[C:16]([S:20]([CH3:21])=[O:37])[CH:15]=1)([CH3:3])[CH3:2]. (4) Given the reactants [CH3:1][C:2]([CH:4]1[C:10](=[O:11])[CH2:9][C:8]([CH3:13])([CH3:12])[CH2:7][C:5]1=O)=O.O.[NH2:15][NH2:16], predict the reaction product. The product is: [CH3:1][C:2]1[C:4]2[C:10](=[O:11])[CH2:9][C:8]([CH3:13])([CH3:12])[CH2:7][C:5]=2[NH:16][N:15]=1. (5) Given the reactants [CH3:1][O:2][C:3]1[CH:10]=[C:9]([O:11][CH3:12])[C:8]([C:13]2[S:14][CH:15]=[CH:16][CH:17]=2)=[CH:7][C:4]=1[CH:5]=O.[C:18]([C:21]1[CH:29]=[CH:28][CH:27]=[CH:26][C:22]=1[C:23]([OH:25])=[O:24])(=[O:20])[CH3:19], predict the reaction product. The product is: [CH3:1][O:2][C:3]1[CH:10]=[C:9]([O:11][CH3:12])[C:8]([C:13]2[S:14][CH:15]=[CH:16][CH:17]=2)=[CH:7][C:4]=1/[CH:5]=[CH:19]/[C:18]([C:21]1[CH:29]=[CH:28][CH:27]=[CH:26][C:22]=1[C:23]([OH:25])=[O:24])=[O:20]. (6) Given the reactants C(C1C=C(N[CH:11]([C:15]2[CH:20]=[CH:19][C:18](OC)=[C:17]([O:23][CH3:24])[CH:16]=2)[C:12]([OH:14])=[O:13])C=CC=1)(=O)N.[NH2:25][C:26]1[CH:27]=[C:28]([CH:32]=[CH:33][C:34]=1[F:35])[C:29]([NH2:31])=[O:30].COC1C=C(B(O)O)C=CC=1[F:44].O.C(O)(=O)C=O, predict the reaction product. The product is: [C:29]([C:28]1[CH:32]=[CH:33][C:34]([F:35])=[C:26]([NH:25][CH:11]([C:15]2[CH:20]=[CH:19][C:18]([F:44])=[C:17]([O:23][CH3:24])[CH:16]=2)[C:12]([OH:14])=[O:13])[CH:27]=1)(=[O:30])[NH2:31].